Dataset: Reaction yield outcomes from USPTO patents with 853,638 reactions. Task: Predict the reaction yield, written as a fraction of the theoretical maximum amount of product (1.0 means a 100% yield; for example, 0.34 means a 34% yield). (1) The reactants are CS(C)=O.C(Cl)(=O)C(Cl)=O.[CH2:11]([O:18][C:19]1[CH:26]2[CH:22]([CH2:23][CH:24]([CH2:27][OH:28])[CH2:25]2)[C:21](=[O:29])[C:20]=1[C:30]1[C:35]([CH2:36][CH3:37])=[CH:34][C:33]([CH3:38])=[CH:32][C:31]=1[CH2:39][CH3:40])[C:12]1[CH:17]=[CH:16][CH:15]=[CH:14][CH:13]=1.C(N(CC)CC)C.[Cl-].[NH4+]. The catalyst is ClCCl. The product is [CH2:11]([O:18][C:19]1[CH:26]2[CH:22]([CH2:23][CH:24]([CH:27]=[O:28])[CH2:25]2)[C:21](=[O:29])[C:20]=1[C:30]1[C:35]([CH2:36][CH3:37])=[CH:34][C:33]([CH3:38])=[CH:32][C:31]=1[CH2:39][CH3:40])[C:12]1[CH:13]=[CH:14][CH:15]=[CH:16][CH:17]=1. The yield is 0.730. (2) The product is [CH:26]([N:29]1[CH:33]=[N:32][N:31]=[C:30]1[C:34]1[CH:40]=[CH:39][CH:38]=[CH:37][C:35]=1[NH:36][C:2]([NH:1][C:4]1[CH:9]=[CH:8][C:7]([C:10]2[N:14]=[CH:13][N:12]([C:15]3[CH:20]=[CH:19][C:18]([O:21][C:22]([F:25])([F:24])[F:23])=[CH:17][CH:16]=3)[N:11]=2)=[CH:6][CH:5]=1)=[S:3])([CH3:28])[CH3:27]. The yield is 0.200. The catalyst is C(O)(C)C.O. The reactants are [N:1]([C:4]1[CH:9]=[CH:8][C:7]([C:10]2[N:14]=[CH:13][N:12]([C:15]3[CH:20]=[CH:19][C:18]([O:21][C:22]([F:25])([F:24])[F:23])=[CH:17][CH:16]=3)[N:11]=2)=[CH:6][CH:5]=1)=[C:2]=[S:3].[CH:26]([N:29]1[CH:33]=[N:32][N:31]=[C:30]1[C:34]1[CH:40]=[CH:39][CH:38]=[CH:37][C:35]=1[NH2:36])([CH3:28])[CH3:27].C(=O)([O-])[O-].[Cs+].[Cs+]. (3) The reactants are [F:1][C:2]1[CH:7]=[C:6]([F:8])[CH:5]=[CH:4][C:3]=1[OH:9].[CH2:10](Br)[C:11]1[CH:16]=[CH:15][CH:14]=[CH:13][CH:12]=1.C(=O)([O-])[O-].[K+].[K+].O. The catalyst is CN(C)C=O. The product is [CH2:10]([O:9][C:3]1[CH:4]=[CH:5][C:6]([F:8])=[CH:7][C:2]=1[F:1])[C:11]1[CH:16]=[CH:15][CH:14]=[CH:13][CH:12]=1. The yield is 0.250. (4) The reactants are Br[C:2]1[CH:7]=[CH:6][CH:5]=[CH:4][C:3]=1[O:8][CH2:9][CH3:10].[NH:11]1[CH2:17][CH2:16][CH2:15][NH:14][CH2:13][CH2:12]1.C1C=CC(P(C2C(C3C(P(C4C=CC=CC=4)C4C=CC=CC=4)=CC=C4C=3C=CC=C4)=C3C(C=CC=C3)=CC=2)C2C=CC=CC=2)=CC=1.C1CCN2C(=NCCC2)CC1.CC([O-])(C)C.[Na+].[CH3:81][C:82]([O:85][C:86](O[C:86]([O:85][C:82]([CH3:84])([CH3:83])[CH3:81])=[O:87])=[O:87])([CH3:84])[CH3:83]. The catalyst is C(Cl)Cl.O.C1C=CC(/C=C/C(/C=C/C2C=CC=CC=2)=O)=CC=1.C1C=CC(/C=C/C(/C=C/C2C=CC=CC=2)=O)=CC=1.C1C=CC(/C=C/C(/C=C/C2C=CC=CC=2)=O)=CC=1.[Pd].[Pd]. The product is [CH2:9]([O:8][C:3]1[CH:4]=[CH:5][CH:6]=[CH:7][C:2]=1[N:11]1[CH2:17][CH2:16][CH2:15][N:14]([C:86]([O:85][C:82]([CH3:84])([CH3:83])[CH3:81])=[O:87])[CH2:13][CH2:12]1)[CH3:10]. The yield is 0.200. (5) The reactants are [N:1]12[CH2:8][CH2:7][C:4]([C:9]([C:19]3[CH:24]=[CH:23][C:22]([O:25][CH3:26])=[CH:21][CH:20]=3)([C:11]3[CH:16]=[CH:15][C:14]([O:17][CH3:18])=[CH:13][CH:12]=3)[OH:10])([CH2:5][CH2:6]1)[CH2:3][CH2:2]2.[C:27]1([CH2:33][O:34][CH2:35][CH2:36][Br:37])[CH:32]=[CH:31][CH:30]=[CH:29][CH:28]=1. The catalyst is CC#N. The product is [Br-:37].[OH:10][C:9]([C:19]1[CH:20]=[CH:21][C:22]([O:25][CH3:26])=[CH:23][CH:24]=1)([C:11]1[CH:16]=[CH:15][C:14]([O:17][CH3:18])=[CH:13][CH:12]=1)[C:4]12[CH2:5][CH2:6][N+:1]([CH2:36][CH2:35][O:34][CH2:33][C:27]3[CH:32]=[CH:31][CH:30]=[CH:29][CH:28]=3)([CH2:2][CH2:3]1)[CH2:8][CH2:7]2. The yield is 0.467. (6) The reactants are CN(C(ON1N=NC2C=CC=NC1=2)=[N+](C)C)C.F[P-](F)(F)(F)(F)F.[C:25]([O:29][C:30]([NH:32][C:33]1([C:48]([OH:50])=O)[CH2:38][CH2:37][N:36]([C:39]2[C:40]3[CH:47]=[CH:46][NH:45][C:41]=3[N:42]=[CH:43][N:44]=2)[CH2:35][CH2:34]1)=[O:31])([CH3:28])([CH3:27])[CH3:26].[Cl:51][C:52]1[CH:57]=[CH:56][C:55]([CH:58]([NH2:65])[CH2:59][N:60]2[CH:64]=[CH:63][CH:62]=[N:61]2)=[CH:54][CH:53]=1.C(N(CC)C(C)C)(C)C. The catalyst is CN1CCCC1=O. The product is [Cl:51][C:52]1[CH:57]=[CH:56][C:55]([CH:58]([NH:65][C:48]([C:33]2([NH:32][C:30](=[O:31])[O:29][C:25]([CH3:28])([CH3:27])[CH3:26])[CH2:34][CH2:35][N:36]([C:39]3[C:40]4[CH:47]=[CH:46][NH:45][C:41]=4[N:42]=[CH:43][N:44]=3)[CH2:37][CH2:38]2)=[O:50])[CH2:59][N:60]2[CH:64]=[CH:63][CH:62]=[N:61]2)=[CH:54][CH:53]=1. The yield is 0.760. (7) The reactants are [OH:1][C:2]1[CH:7]=[CH:6][C:5]([C:8](=[O:41])[CH2:9][CH2:10][C:11]2[S:15][C:14]([C:16]3[CH:21]=[CH:20][C:19]([C:22]([F:25])([F:24])[F:23])=[CH:18][CH:17]=3)=[N:13][C:12]=2[CH2:26][N:27]2[CH2:32][CH2:31][N:30]([C:33]3[CH:38]=[CH:37][C:36]([O:39][CH3:40])=[CH:35][CH:34]=3)[CH2:29][CH2:28]2)=[CH:4][C:3]=1[CH3:42].Br[CH2:44][C:45]([O:47][CH2:48][CH3:49])=[O:46].C(=O)([O-])[O-].[K+].[K+]. The catalyst is CC(C)=O. The product is [CH3:40][O:39][C:36]1[CH:35]=[CH:34][C:33]([N:30]2[CH2:29][CH2:28][N:27]([CH2:26][C:12]3[N:13]=[C:14]([C:16]4[CH:17]=[CH:18][C:19]([C:22]([F:25])([F:23])[F:24])=[CH:20][CH:21]=4)[S:15][C:11]=3[CH2:10][CH2:9][C:8]([C:5]3[CH:6]=[CH:7][C:2]([O:1][CH2:44][C:45]([O:47][CH2:48][CH3:49])=[O:46])=[C:3]([CH3:42])[CH:4]=3)=[O:41])[CH2:32][CH2:31]2)=[CH:38][CH:37]=1. The yield is 0.970. (8) The reactants are C(O[C:4]([C:6]1[C:7]([C:20]2[CH:25]=[CH:24][C:23]([CH3:26])=[CH:22][CH:21]=2)=[N:8][C:9]([CH2:12][C:13]2[CH:18]=[CH:17][C:16]([F:19])=[CH:15][CH:14]=2)=[N:10][CH:11]=1)=O)C.C(OC(=O)C(C(=O)C1C=CC(C)=CC=1)=[CH:32][N:33](C)[CH3:34])C.Cl.FC1C=CC(CC(N)=N)=CC=1.CCN(CC)CC. The catalyst is CCO.O. The product is [F:19][C:16]1[CH:17]=[CH:18][C:13]([CH2:12][C:9]2[N:8]=[C:7]([C:20]3[CH:21]=[CH:22][C:23]([CH3:26])=[CH:24][CH:25]=3)[C:6]([CH2:4][N:33]([CH3:34])[CH3:32])=[CH:11][N:10]=2)=[CH:14][CH:15]=1. The yield is 0.740. (9) No catalyst specified. The reactants are [Cl:1][C:2]1[CH:27]=[CH:26][C:5]([C:6]([C:8]2[CH:9]=[C:10]3[C:15](=[CH:16][CH:17]=2)[NH:14][C:13](=O)[CH:12]=[C:11]3[C:19]2[CH:24]=[CH:23][CH:22]=[C:21]([CH3:25])[CH:20]=2)=[O:7])=[CH:4][CH:3]=1.P(Cl)(Cl)([Cl:30])=O. The product is [Cl:30][C:13]1[CH:12]=[C:11]([C:19]2[CH:24]=[CH:23][CH:22]=[C:21]([CH3:25])[CH:20]=2)[C:10]2[C:15](=[CH:16][CH:17]=[C:8]([C:6]([C:5]3[CH:26]=[CH:27][C:2]([Cl:1])=[CH:3][CH:4]=3)=[O:7])[CH:9]=2)[N:14]=1. The yield is 1.00. (10) The reactants are C[Al](C)C.[NH2:5][C:6]1[CH:11]=[C:10]([Br:12])[CH:9]=[CH:8][C:7]=1[S:13]([NH2:16])(=[O:15])=[O:14].[C:17]([C:19]1[C:20](=[O:35])[N:21]([CH2:30][CH2:31][CH:32]([CH3:34])[CH3:33])[C:22]2[C:27]([C:28]=1[OH:29])=[CH:26][CH:25]=[CH:24][CH:23]=2)#N.O.C(=O)([O-])O.[Na+].Cl. The catalyst is [OH-].[Na+].C(OCC)(=O)C.O1CCOCC1.CCCCCC. The product is [Br:12][C:10]1[CH:9]=[CH:8][C:7]2[S:13](=[O:15])(=[O:14])[N:16]=[C:17]([C:19]3[C:20](=[O:35])[N:21]([CH2:30][CH2:31][CH:32]([CH3:33])[CH3:34])[C:22]4[C:27]([C:28]=3[OH:29])=[CH:26][CH:25]=[CH:24][CH:23]=4)[NH:5][C:6]=2[CH:11]=1. The yield is 0.0200.